The task is: Predict the reaction yield, written as a fraction of the theoretical maximum amount of product (1.0 means a 100% yield; for example, 0.34 means a 34% yield).. This data is from Reaction yield outcomes from USPTO patents with 853,638 reactions. (1) The reactants are [C:1]([O:8][CH3:9])(=[O:7])/[CH:2]=[CH:3]/[C:4]([OH:6])=[O:5].[CH2:10]([NH:17][C:18](=[O:21])[CH2:19]Cl)[C:11]1[CH:16]=[CH:15][CH:14]=[CH:13][CH:12]=1. The catalyst is CN1C(=O)CCC1. The product is [C:1]([O:8][CH3:9])(=[O:7])/[CH:2]=[CH:3]/[C:4]([O:6][CH2:19][C:18](=[O:21])[NH:17][CH2:10][C:11]1[CH:16]=[CH:15][CH:14]=[CH:13][CH:12]=1)=[O:5]. The yield is 0.530. (2) The reactants are C([O:8][C:9]1[C:14]([CH2:15][N:16]2[CH2:25][CH2:24][C:23]3[C:18](=[C:19]([Cl:32])[C:20]([C:26]4[N:30]([CH3:31])[N:29]=[CH:28][CH:27]=4)=[CH:21][CH:22]=3)[C:17]2=[O:33])=[C:13]([CH3:34])[CH:12]=[C:11]([CH3:35])[N:10]=1)C1C=CC=CC=1. The catalyst is C(O)(C(F)(F)F)=O. The product is [Cl:32][C:19]1[C:20]([C:26]2[N:30]([CH3:31])[N:29]=[CH:28][CH:27]=2)=[CH:21][CH:22]=[C:23]2[C:18]=1[C:17](=[O:33])[N:16]([CH2:15][C:14]1[C:9](=[O:8])[NH:10][C:11]([CH3:35])=[CH:12][C:13]=1[CH3:34])[CH2:25][CH2:24]2. The yield is 0.170. (3) The reactants are [OH:1][C:2]1[C:10]2[N:9]=[C:8]([CH3:11])[N:7]([CH3:12])[C:6]=2[CH:5]=[C:4]([C:13]([O:15][CH2:16][CH3:17])=[O:14])[CH:3]=1.Br[CH:19]1[CH2:27][C:26]2[C:21](=[C:22]([CH3:29])[CH:23]=[CH:24][C:25]=2[CH3:28])[CH:20]1O.C(=O)([O-])[O-:32].[K+].[K+]. The catalyst is C(O)C.O. The product is [OH:32][C@@H:19]1[CH2:27][C:26]2[C:21](=[C:22]([CH3:29])[CH:23]=[CH:24][C:25]=2[CH3:28])[C@H:20]1[O:1][C:2]1[C:10]2[N:9]=[C:8]([CH3:11])[N:7]([CH3:12])[C:6]=2[CH:5]=[C:4]([C:13]([O:15][CH2:16][CH3:17])=[O:14])[CH:3]=1. The yield is 0.430. (4) The product is [Br:31][C:21]1[CH:20]=[CH:19][C:18]2[N:17]([CH2:16][CH:15]3[O:32][C:2](=[O:4])[NH:13][CH2:14]3)[C:29]3[C:24]([C:23]=2[CH:22]=1)=[CH:25][C:26]([Br:30])=[CH:27][CH:28]=3. The reactants are Cl[C:2](Cl)([O:4]C(=O)OC(Cl)(Cl)Cl)Cl.[NH2:13][CH2:14][CH:15]([OH:32])[CH2:16][N:17]1[C:29]2[CH:28]=[CH:27][C:26]([Br:30])=[CH:25][C:24]=2[C:23]2[C:18]1=[CH:19][CH:20]=[C:21]([Br:31])[CH:22]=2.CCN(CC)CC.C(Cl)Cl.CCOC(C)=O. The catalyst is C(Cl)Cl. The yield is 0.200.